From a dataset of Reaction yield outcomes from USPTO patents with 853,638 reactions. Predict the reaction yield, written as a fraction of the theoretical maximum amount of product (1.0 means a 100% yield; for example, 0.34 means a 34% yield). The reactants are Br[C:2]1[CH:7]=[CH:6][C:5]([Br:8])=[CH:4][N:3]=1.[F:9][C:10]1[CH:15]=[CH:14][C:13]([O:16][CH:17]([CH3:19])[CH3:18])=[CH:12][C:11]=1B(O)O. No catalyst specified. The product is [Br:8][C:5]1[CH:6]=[CH:7][C:2]([C:15]2[CH:14]=[C:13]([O:16][CH:17]([CH3:18])[CH3:19])[CH:12]=[CH:11][C:10]=2[F:9])=[N:3][CH:4]=1. The yield is 0.450.